From a dataset of Reaction yield outcomes from USPTO patents with 853,638 reactions. Predict the reaction yield, written as a fraction of the theoretical maximum amount of product (1.0 means a 100% yield; for example, 0.34 means a 34% yield). (1) The reactants are C(N(CC)C(C)C)(C)C.[Br-].[Li+].[F:12][C:13]([F:29])([F:28])[C:14]1[CH:15]=[C:16]([C:20]2([CH:26]=O)[CH2:25][CH2:24][O:23][CH2:22][CH2:21]2)[CH:17]=[CH:18][CH:19]=1.[CH3:30][CH2:31][O:32][C:33]([CH3:35])=[O:34]. The catalyst is C1COCC1.Cl. The product is [F:12][C:13]([F:29])([F:28])[C:14]1[CH:15]=[C:16]([C:20]2([CH:26]=[CH:35][C:33]([O:32][CH2:31][CH3:30])=[O:34])[CH2:25][CH2:24][O:23][CH2:22][CH2:21]2)[CH:17]=[CH:18][CH:19]=1. The yield is 0.920. (2) The reactants are [Cl:1][C:2]1[C:7]([N+:8]([O-:10])=[O:9])=[CH:6][C:5]([NH2:11])=[C:4]([NH2:12])[CH:3]=1.C1N=CN([C:18](N2C=NC=C2)=[O:19])C=1. The catalyst is C1COCC1. The product is [Cl:1][C:2]1[C:7]([N+:8]([O-:10])=[O:9])=[CH:6][C:5]2[NH:11][C:18](=[O:19])[NH:12][C:4]=2[CH:3]=1. The yield is 0.840. (3) The reactants are O[CH2:2][C:3]1[CH:4]=[CH:5][C:6]([O:11][C:12]2[CH:17]=[CH:16][C:15]([C:18]([F:21])([F:20])[F:19])=[CH:14][N:13]=2)=[C:7]([CH:10]=1)[C:8]#[N:9].S(Cl)([Cl:24])=O. The catalyst is C(Cl)Cl. The product is [Cl:24][CH2:2][C:3]1[CH:4]=[CH:5][C:6]([O:11][C:12]2[CH:17]=[CH:16][C:15]([C:18]([F:21])([F:20])[F:19])=[CH:14][N:13]=2)=[C:7]([CH:10]=1)[C:8]#[N:9]. The yield is 0.960.